This data is from Retrosynthesis with 50K atom-mapped reactions and 10 reaction types from USPTO. The task is: Predict the reactants needed to synthesize the given product. (1) Given the product CC(CCc1ccc(-c2ccccc2)cn1)(C(=O)NO)S(C)(=O)=O, predict the reactants needed to synthesize it. The reactants are: CC(CCc1ccc(Br)cn1)(C(=O)NO)S(C)(=O)=O.OB(O)c1ccccc1. (2) Given the product CCn1nc(C)c2c1C(=O)NCC(c1cccc(O)c1)=N2, predict the reactants needed to synthesize it. The reactants are: CCn1nc(C)c2c1C(=O)NCC(c1cccc(OC)c1)=N2. (3) Given the product OCCN1CCN(CC(F)(F)F)CC1, predict the reactants needed to synthesize it. The reactants are: CC(C)[Si](OCCN1CCN(CC(F)(F)F)CC1)(C(C)C)C(C)C. (4) Given the product COC(=O)C1CC(=O)C(Br)C1, predict the reactants needed to synthesize it. The reactants are: COC(=O)C1CC(O)C(Br)C1. (5) The reactants are: COC(=O)N1C[C@@H](CC(C)C)N(C2CCNCC2)C1=O.Cc1nc(Sc2ccc(OCC(=O)OC(C)(C)C)cc2)ccc1C=O. Given the product COC(=O)N1C[C@@H](CC(C)C)N(C2CCN(Cc3ccc(Sc4ccc(OCC(=O)OC(C)(C)C)cc4)nc3C)CC2)C1=O, predict the reactants needed to synthesize it.